This data is from Forward reaction prediction with 1.9M reactions from USPTO patents (1976-2016). The task is: Predict the product of the given reaction. (1) Given the reactants [F:1][C:2]1[CH:3]=[C:4]2[C:8](=[CH:9][CH:10]=1)[NH:7][N:6]=[C:5]2[C:11]([NH:13][C@@H:14]1[CH2:18][N:17]([C:19]([O:21][C:22]([CH3:25])([CH3:24])[CH3:23])=[O:20])[C@H:16]([CH2:26][C:27]([O:29][CH3:30])=[O:28])[CH2:15]1)=[O:12].I[CH:32]([CH3:34])[CH3:33], predict the reaction product. The product is: [F:1][C:2]1[CH:3]=[C:4]2[C:8](=[CH:9][CH:10]=1)[N:7]([CH:32]([CH3:34])[CH3:33])[N:6]=[C:5]2[C:11]([NH:13][C@@H:14]1[CH2:18][N:17]([C:19]([O:21][C:22]([CH3:23])([CH3:24])[CH3:25])=[O:20])[C@H:16]([CH2:26][C:27]([O:29][CH3:30])=[O:28])[CH2:15]1)=[O:12]. (2) Given the reactants [Cl:1][C:2]1[S:6][C:5]([C:7]2[N:11]([C:12]3[CH:17]=[CH:16][C:15]([Cl:18])=[CH:14][C:13]=3[Cl:19])[N:10]=[C:9]([C:20](Cl)=[O:21])[C:8]=2[CH3:23])=[CH:4][CH:3]=1.[N:24]1([C:30](=[O:32])[CH3:31])[CH2:29][CH2:28][CH2:27][CH2:26][CH2:25]1.C[Si]([N-][Si](C)(C)C)(C)C.[Li+], predict the reaction product. The product is: [Cl:1][C:2]1[S:6][C:5]([C:7]2[N:11]([C:12]3[CH:17]=[CH:16][C:15]([Cl:18])=[CH:14][C:13]=3[Cl:19])[N:10]=[C:9]([C:20](=[O:21])[CH2:31][C:30]([N:24]3[CH2:29][CH2:28][CH2:27][CH2:26][CH2:25]3)=[O:32])[C:8]=2[CH3:23])=[CH:4][CH:3]=1. (3) Given the reactants [F:1][C:2]1[C:7]([F:8])=[C:6]([S:9][C:10]2[CH:15]=[CH:14][CH:13]=[CH:12][CH:11]=2)[C:5]([F:16])=[C:4]([F:17])[C:3]=1[S:18]([NH2:21])(=[O:20])=[O:19].CC(O)=[O:24].[OH2:26], predict the reaction product. The product is: [F:17][C:4]1[C:5]([F:16])=[C:6]([S:9]([C:10]2[CH:11]=[CH:12][CH:13]=[CH:14][CH:15]=2)(=[O:24])=[O:26])[C:7]([F:8])=[C:2]([F:1])[C:3]=1[S:18]([NH2:21])(=[O:20])=[O:19]. (4) Given the reactants [H-].[Na+].[CH3:3][N:4]1[C:8]([CH2:9][OH:10])=[N:7][CH:6]=[N:5]1.Cl[C:12]1[C:13]([N:29]2[CH2:33][CH2:32][CH2:31][CH2:30]2)=[CH:14][C:15]2[N:16]([C:18]([C:21]3[CH:26]=[CH:25][C:24]([F:27])=[CH:23][C:22]=3[F:28])=[N:19][N:20]=2)[N:17]=1, predict the reaction product. The product is: [F:28][C:22]1[CH:23]=[C:24]([F:27])[CH:25]=[CH:26][C:21]=1[C:18]1[N:16]2[N:17]=[C:12]([O:10][CH2:9][C:8]3[N:4]([CH3:3])[N:5]=[CH:6][N:7]=3)[C:13]([N:29]3[CH2:33][CH2:32][CH2:31][CH2:30]3)=[CH:14][C:15]2=[N:20][N:19]=1. (5) Given the reactants [OH:1][CH2:2][C:3]1[CH:4]=[N:5][C:6]([N:9]2[CH2:21][CH2:20][C:19]3[C:18]4[C:13](=[CH:14][CH:15]=[CH:16][CH:17]=4)[N:12]([C:22]([O:24][C:25]([CH3:28])([CH3:27])[CH3:26])=[O:23])[C:11]=3[CH2:10]2)=[N:7][CH:8]=1.CC(OI1(OC(C)=O)(OC(C)=O)OC(=O)C2C1=CC=CC=2)=O.[O-]S([O-])(=S)=O.[Na+].[Na+].C([O-])(O)=O.[Na+], predict the reaction product. The product is: [CH:2]([C:3]1[CH:4]=[N:5][C:6]([N:9]2[CH2:21][CH2:20][C:19]3[C:18]4[C:13](=[CH:14][CH:15]=[CH:16][CH:17]=4)[N:12]([C:22]([O:24][C:25]([CH3:28])([CH3:27])[CH3:26])=[O:23])[C:11]=3[CH2:10]2)=[N:7][CH:8]=1)=[O:1]. (6) Given the reactants [Br:1][C:2]1[CH:3]=[C:4]([CH:21]=[CH:22][C:23]=1[Cl:24])[C:5]([N:7]([C:9]1[CH:14]=[CH:13][CH:12]=[CH:11][C:10]=1[O:15][CH2:16][CH2:17][CH2:18][C:19]#[N:20])[CH3:8])=[O:6].[N:25]([Sn](CCCC)(CCCC)CCCC)=[N+:26]=[N-:27].C([Al](CC)CC)C.Cl, predict the reaction product. The product is: [Br:1][C:2]1[CH:3]=[C:4]([CH:21]=[CH:22][C:23]=1[Cl:24])[C:5]([N:7]([CH3:8])[C:9]1[CH:14]=[CH:13][CH:12]=[CH:11][C:10]=1[O:15][CH2:16][CH2:17][CH2:18][C:19]1[NH:27][N:26]=[N:25][N:20]=1)=[O:6].